The task is: Binary Classification. Given a miRNA mature sequence and a target amino acid sequence, predict their likelihood of interaction.. This data is from Experimentally validated miRNA-target interactions with 360,000+ pairs, plus equal number of negative samples. (1) Result: 1 (interaction). The miRNA is hsa-miR-519c-3p with sequence AAAGUGCAUCUUUUUAGAGGAU. The protein sequence of the target gene is MAAQGEPQVQFKLVLVGDGGTGKTTFVKRHLTGEFEKKYVATLGVEVHPLVFHTNRGPIKFNVWDTAGQEKFGGLRDGYYIQAQCAIIMFDVTSRVTYKNVPNWHRDLVRVCENIPIVLCGNKVDIKDRKVKAKSIVFHRKKNLQYYDISAKSNYNFEKPFLWLARKLIGDPNLEFVAMPALAPPEVVMDPALAAQYEHDLEVAQTTALPDEDDDL. (2) The miRNA is mmu-miR-706 with sequence AGAGAAACCCUGUCUCAAAAAA. The protein sequence of the target gene is MFSWMGRQAGGRERSGGMDAVQTVTGGLRSLYQRKVLPLEEAYRFHEFHSPALEDADFENKPMILLVGQYSTGKTTFIRYLLEQDFPGMRIGPEPTTDSFIAVMYGETEGSTPGNALVVDPKKPFRKLSRFGNAFLNRFMCSQLPNQVLKSISIIDSPGILSGEKQRISRGYDFCQVLQWFAERVDRIILLFDAHKLDISDEFSEAIKAFRGQDDKIRVVLNKADQVDTQQLMRVYGALMWSLGKVINTPEVLRVYIGSFWAQPLQNTDNRRLFEAEAQDLFRDIQSLPQKAAVRKLNDL.... Result: 1 (interaction). (3) The miRNA is hsa-miR-497-5p with sequence CAGCAGCACACUGUGGUUUGU. The protein sequence of the target gene is MAVAPLRGALLLWQLLAAGGAALEIGRFDPERGRGAAPCQAVEIPMCRGIGYNLTRMPNLLGHTSQGEAAAELAEFAPLVQYGCHSHLRFFLCSLYAPMCTDQVSTPIPACRPMCEQARLRCAPIMEQFNFGWPDSLDCARLPTRNDPHALCMEAPENATAGPAEPHKGLGMLPVAPRPARPPGDLGPGAGGSGTCENPEKFQYVEKSRSCAPRCGPGVEVFWSRRDKDFALVWMAVWSALCFFSTAFTVLTFLLEPHRFQYPERPIIFLSMCYNVYSLAFLIRAVAGAQSVACDQEAGA.... Result: 1 (interaction). (4) The miRNA is dre-miR-144-3p with sequence UACAGUAUAGAUGAUGUACU. The protein sequence of the target gene is MEQRRPWPRALEVDSRSVVLLSVVWVLLAPPAAGMPQFSTFHSENRDWTFNHLTVHQGTGAVYVGAINRVYKLTGNLTIQVAHKTGPEEDNKSCYPPLIVQPCSEVLTLTNNVNKLLIIDYSENRLLACGSLYQGVCKLLRLDDLFILVEPSHKKEHYLSSVNKTGTMYGVIVRSEGEDGKLFIGTAVDGKQDYFPTLSSRKLPRDPESSAMLDYELHSDFVSSLIKIPSDTLALVSHFDIFYIYGFASGGFVYFLTVQPETPEGVAINSAGDLFYTSRIVRLCKDDPKFHSYVSLPFGC.... Result: 0 (no interaction). (5) The miRNA is hsa-miR-92b-5p with sequence AGGGACGGGACGCGGUGCAGUG. The protein sequence of the target gene is MPKYCRAPNCSNTAGRLGADNRPVSFYKFPLKDGPRLQAWLQHMGCEHWVPSCHQHLCSEHFTPSCFQWRWGVRYLRPDAVPSIFSRGPPAKSQRRTRSTQKPVSPPPPLQKNTPLPQSPAIPVSGPVRLVVLGPTSGSPKTVATMLLTPLAPAPTPERSQPEVPAQQAQTGLGPVLGALQRRVRRLQRCQERHQAQLQALERLAQQLHGESLLARARRGLQRLTTAQTLGPEESQTFTIICGGPDIAMVLAQDPAPATVDAKPELLDTRIPSA. Result: 1 (interaction). (6) The miRNA is mmu-miR-3089-5p with sequence UGAGUUCAGGGACAGCGUGUCU. The protein sequence of the target gene is MSNKRPNTTDGRTDLANGSLSSSPEEMSGAEEGRETSSGIEVEASDLSLSLTGDDGGPNRTSTESRGTDTESSGEEKDSDSMEDTGHYSINDESRGHGHSDEEDEEQPRHRGQRKRASRDQDSSDDERALEDWVSSETTALPRPRWQALPALRERELGSSARFVYEACGARVFVQRFRLQHGLEGHTGCVNTLHFNQRGTWLASGSDDLKVVVWDWVRRQPVLDFESGHKSNVFQAKFLPNSGDSTLAMCARDGQVRVAELSATQCCKNTKRVAQHKGASHKLALEPDSPCTFLSAGEDA.... Result: 0 (no interaction). (7) The miRNA is cel-miR-85-3p with sequence UACAAAGUAUUUGAAAAGUCGUGC. The protein sequence of the target gene is MATRAQPGPLSQAGSAGVAALATVGVASGPGPGRPGPLQDETLGVASVPSQWRAVQGIRWETKSCQTASIATASASAQARNHVDAQVQTEAPVPVSVQPPSQYDIPRLAAFLRRVEAMVIRELNKNWQSHAFDGFEVNWTEQQQMVSCLYTLGYPPAQAQGLHVTSISWNSTGSVVACAYGRLDHGDWSTLKSFVCAWNLDRRDLRPQQPSAVVEVPSAVLCLAFHPTQPSHVAGGLYSGEVLVWDLSRLEDPLLWRTGLTDDTHTDPVSQVVWLPEPGHSHRFQVLSVATDGKVLLWQG.... Result: 0 (no interaction). (8) The miRNA is mmu-miR-465a-3p with sequence GAUCAGGGCCUUUCUAAGUAGA. The protein sequence of the target gene is MVREQYTTVTEGTHIERPENQHIYKIGIYGWRKRCLYLFVLLLLAILVVNLALTIWILKVMWFSPIGMGHLHVTADGLRLEGESEFLFPLYAKEIRSRVDSSLLLQSTQNVTVSARNSEGEVTGRVKVGAQMVEVQSQHFQINSEDGKPLFSAEEQDVVVGTGRLRVTGPEGALFEHSVETPLVRADPFQDLRLESPTRSLSMDAPRGVHVKANAGKLEALSQMDIILQSSEGVLVLDAETVGLTKLKQGTQGPAGSSNGFYEICACPDGKLYLSMAGEVTTCEEHSHVCL. Result: 0 (no interaction). (9) The miRNA is hsa-miR-3139 with sequence UAGGAGCUCAACAGAUGCCUGUU. The protein sequence of the target gene is MRKGLRATAARCGLGLGYLLQMLVLPALALLSASGTGSAAQDDDFFHELPETFPSDPPEPLPHFLIEPEEAYIVKNKPVNLYCKASPATQIYFKCNSEWVHQKDHIVDERVDETSGLIVREVSIEISRQQVEELFGPEDYWCQCVAWSSAGTTKSRKAYVRIAYLRKTFEQEPLGKEVSLEQEVLLQCRPPEGIPVAEVEWLKNEDIIDPVEDRNFYITIDHNLIIKQARLSDTANYTCVAKNIVAKRKSTTATVIVYVNGGWSTWTEWSVCNSRCGRGYQKRTRTCTNPAPLNGGAFCE.... Result: 0 (no interaction).